Dataset: Ames mutagenicity test results for genotoxicity prediction. Task: Regression/Classification. Given a drug SMILES string, predict its toxicity properties. Task type varies by dataset: regression for continuous values (e.g., LD50, hERG inhibition percentage) or binary classification for toxic/non-toxic outcomes (e.g., AMES mutagenicity, cardiotoxicity, hepatotoxicity). Dataset: ames. (1) The drug is Cn1c(N)nc2ccc3ncccc3c21. The result is 1 (mutagenic). (2) The molecule is CC(=O)C1=C(O)C2C3c4c[nH]c5cccc(c45)CC3C(C)(C)N2C1=O. The result is 1 (mutagenic). (3) The drug is CC(C)=[N+]([O-])[O-]. The result is 1 (mutagenic). (4) The result is 1 (mutagenic). The drug is COc1cc(O)c2c(=O)c3c(OC)cc4c(c3oc2c1OC)C1C=COC1O4. (5) The molecule is COc1ccc2c(c1)c1cc(OC)ccc1c1c3ccc(OC)cc3c3cc(OC)ccc3c21. The result is 1 (mutagenic). (6) The compound is CC(C)(C)OOC(=O)c1ccccc1. The result is 1 (mutagenic). (7) The molecule is Cc1nc(O)c(C#N)cc1-c1ccncc1. The result is 0 (non-mutagenic). (8) The result is 1 (mutagenic). The drug is Cc1ccc(N)cc1N=Nc1cc(N)ccc1C. (9) The drug is COCC(COC(=O)c1ccccc1)(COC(=O)c1ccccc1)COC(=O)c1ccccc1. The result is 0 (non-mutagenic). (10) The compound is O=NN(c1ccccc1)c1ccccc1. The result is 0 (non-mutagenic).